From a dataset of Full USPTO retrosynthesis dataset with 1.9M reactions from patents (1976-2016). Predict the reactants needed to synthesize the given product. (1) Given the product [CH2:35]([C:37]1[CH:38]=[C:39]([C:40]2[N:41]=[C:6]([C:5]3[CH:4]=[C:3]([CH:11]=[C:10]([CH3:12])[CH:9]=3)[CH:1]=[O:2])[O:8][N:42]=2)[CH:44]=[C:45]([CH3:48])[C:46]=1[OH:47])[CH3:36], predict the reactants needed to synthesize it. The reactants are: [CH:1]([C:3]1[CH:4]=[C:5]([CH:9]=[C:10]([CH3:12])[CH:11]=1)[C:6]([OH:8])=O)=[O:2].C1C=CC2N(O)N=NC=2C=1.CCN=C=NCCCN(C)C.Cl.[CH2:35]([C:37]1[CH:38]=[C:39]([CH:44]=[C:45]([CH3:48])[C:46]=1[OH:47])[C:40]([NH:42]O)=[NH:41])[CH3:36]. (2) Given the product [NH:28]1[C:36]2[C:31](=[CH:32][CH:33]=[CH:34][CH:35]=2)[C:30]([CH:7]2[C:8]3[C:13](=[CH:12][CH:11]=[CH:10][CH:9]=3)[C:14]3[CH:1]=[CH:2][CH:3]=[CH:4][C:5]=3[N:6]2[C:25]([C:15]2[C:24]3[C:19](=[CH:20][CH:21]=[CH:22][CH:23]=3)[CH:18]=[CH:17][CH:16]=2)=[O:26])=[CH:29]1, predict the reactants needed to synthesize it. The reactants are: [CH:1]1[C:14]2[C:5](=[N:6][CH:7]=[C:8]3[C:13]=2[CH:12]=[CH:11][CH:10]=[CH:9]3)[CH:4]=[CH:3][CH:2]=1.[C:15]1([C:25](Cl)=[O:26])[C:24]2[C:19](=[CH:20][CH:21]=[CH:22][CH:23]=2)[CH:18]=[CH:17][CH:16]=1.[NH:28]1[C:36]2[C:31](=[CH:32][CH:33]=[CH:34][CH:35]=2)[CH:30]=[CH:29]1. (3) The reactants are: O=[C:2]([CH:4]=[C:5]([CH3:7])[CH3:6])[CH3:3].[OH2:8].O.O.O.O.O.O.O.[OH-].[Ba+2].[OH-].O[CH2:20][CH2:21][C:22](=O)[CH3:23]. Given the product [CH3:23][C:22]1[CH2:3][CH2:2][C:4](=[C:5]([CH3:7])[CH3:6])[C:20](=[O:8])[CH:21]=1, predict the reactants needed to synthesize it. (4) Given the product [C:1]([O:5][C:6](=[O:7])[N:8]([CH2:9][CH2:10][CH2:11][CH2:12][C:13]([NH:50][C:51]1[CH:56]=[CH:55][C:54]([CH2:57][OH:58])=[CH:53][CH:52]=1)=[O:15])[CH3:16])([CH3:2])([CH3:3])[CH3:4], predict the reactants needed to synthesize it. The reactants are: [C:1]([O:5][C:6]([N:8]([CH3:16])[CH2:9][CH2:10][CH2:11][CH2:12][C:13]([OH:15])=O)=[O:7])([CH3:4])([CH3:3])[CH3:2].CCN(C(C)C)C(C)C.CN(C(ON1N=NC2C=CC=NC1=2)=[N+](C)C)C.F[P-](F)(F)(F)(F)F.[NH2:50][C:51]1[CH:56]=[CH:55][C:54]([CH2:57][OH:58])=[CH:53][CH:52]=1.